From a dataset of Catalyst prediction with 721,799 reactions and 888 catalyst types from USPTO. Predict which catalyst facilitates the given reaction. (1) Reactant: [CH:1]([CH:3]=P(C1C=CC=CC=1)(C1C=CC=CC=1)C1C=CC=CC=1)=[O:2].[S:23]1[CH:27]=[CH:26][N:25]=[C:24]1[CH:28]=O. Product: [S:23]1[CH:27]=[CH:26][N:25]=[C:24]1/[CH:28]=[CH:3]/[CH:1]=[O:2]. The catalyst class is: 11. (2) Reactant: [F:1][C:2]1[CH:21]=[CH:20][C:5]([O:6][C:7]2[C:8]([C:17]([OH:19])=O)=[N:9][C:10]3[C:15]([N:16]=2)=[CH:14][CH:13]=[CH:12][CH:11]=3)=[CH:4][CH:3]=1.C[O:23][C:24]1[CH:29]=[C:28]([NH2:30])[CH:27]=[CH:26][N:25]=1.CN(C(ON1N=NC2C=CC=NC1=2)=[N+](C)C)C.F[P-](F)(F)(F)(F)F.CN1CCOCC1.Br. Product: [F:1][C:2]1[CH:3]=[CH:4][C:5]([O:6][C:7]2[C:8]([C:17]([NH:30][C:28]3[CH:27]=[CH:26][NH:25][C:24](=[O:23])[CH:29]=3)=[O:19])=[N:9][C:10]3[C:15]([N:16]=2)=[CH:14][CH:13]=[CH:12][CH:11]=3)=[CH:20][CH:21]=1. The catalyst class is: 179. (3) Reactant: [NH2:1][CH2:2][CH2:3][CH2:4][OH:5].C(=O)([O-])[O-].[K+].[K+].[CH2:12]([O:19][C:20](Cl)=[O:21])[C:13]1[CH:18]=[CH:17][CH:16]=[CH:15][CH:14]=1. Product: [OH:5][CH2:4][CH2:3][CH2:2][NH:1][C:20](=[O:21])[O:19][CH2:12][C:13]1[CH:18]=[CH:17][CH:16]=[CH:15][CH:14]=1. The catalyst class is: 132. (4) Reactant: [OH:1][C:2]1[C:3]2[C:10]3[CH2:11][CH:12]([C:15]([O:17][CH2:18][CH3:19])=[O:16])[CH2:13][CH2:14][C:9]=3[S:8][C:4]=2[N:5]=[CH:6][N:7]=1.C(C1C(=O)C(Cl)=C(Cl)C(=O)C=1C#N)#N. Product: [OH:1][C:2]1[C:3]2[C:10]3[CH:11]=[C:12]([C:15]([O:17][CH2:18][CH3:19])=[O:16])[CH:13]=[CH:14][C:9]=3[S:8][C:4]=2[N:5]=[CH:6][N:7]=1. The catalyst class is: 12. (5) Product: [CH2:16]([O:1][C:2]1[CH:6]=[C:5]([C:7]([O:9][CH2:16][C:17]2[CH:22]=[CH:21][CH:20]=[CH:19][CH:18]=2)=[O:8])[N:4]([C:10]2[CH:11]=[CH:12][CH:13]=[CH:14][CH:15]=2)[N:3]=1)[C:17]1[CH:22]=[CH:21][CH:20]=[CH:19][CH:18]=1. The catalyst class is: 9. Reactant: [OH:1][C:2]1[CH:6]=[C:5]([C:7]([OH:9])=[O:8])[N:4]([C:10]2[CH:15]=[CH:14][CH:13]=[CH:12][CH:11]=2)[N:3]=1.[CH2:16](Br)[C:17]1[CH:22]=[CH:21][CH:20]=[CH:19][CH:18]=1.C(=O)([O-])[O-].[K+].[K+].Cl. (6) Reactant: [C:1]1([C:26]2[CH:31]=[CH:30][CH:29]=[CH:28][CH:27]=2)[CH:6]=[CH:5][C:4]([CH2:7][C@@H:8]([C:17]([NH:19][CH2:20][CH2:21][C:22]([O:24][CH3:25])=[O:23])=[O:18])[CH2:9][C:10]([O:12]C(C)(C)C)=[O:11])=[CH:3][CH:2]=1. Product: [C:1]1([C:26]2[CH:31]=[CH:30][CH:29]=[CH:28][CH:27]=2)[CH:2]=[CH:3][C:4]([CH2:7][C@@H:8]([C:17]([NH:19][CH2:20][CH2:21][C:22]([O:24][CH3:25])=[O:23])=[O:18])[CH2:9][C:10]([OH:12])=[O:11])=[CH:5][CH:6]=1. The catalyst class is: 157. (7) Reactant: [Li+].[CH3:2][N:3]1[CH2:8][CH2:7][C:6]2[N:9]=[C:10]([C:12]([O-:14])=O)[S:11][C:5]=2[CH2:4]1.[ClH:15].CN(C)CCCN=C=NCC.O.O[N:29]1[C:33]2C=[CH:35][CH:36]=[CH:37][C:32]=2[N:31]=N1. Product: [ClH:15].[NH2:29][C@@H:33]1[CH2:35][CH2:36][CH2:37][C@H:32]1[NH:31][C:12]([C:10]1[S:11][C:5]2[CH2:4][N:3]([CH3:2])[CH2:8][CH2:7][C:6]=2[N:9]=1)=[O:14]. The catalyst class is: 9. (8) Reactant: Cl[C:2]1[C:3]2[C:4](=[CH:13][N:14](CC3C=CC(OC)=CC=3)[N:15]=2)[N:5]=[C:6]([C:8]2[S:9][CH:10]=[CH:11][CH:12]=2)[N:7]=1.[CH3:25][N:26]([CH2:28][C:29]1[CH:30]=[C:31]([CH:33]=[CH:34][CH:35]=1)[NH2:32])[CH3:27].Cl. Product: [CH3:27][N:26]([CH2:28][C:29]1[CH:30]=[C:31]([NH:32][C:2]2[C:3]3[NH:15][N:14]=[CH:13][C:4]=3[N:5]=[C:6]([C:8]3[S:9][CH:10]=[CH:11][CH:12]=3)[N:7]=2)[CH:33]=[CH:34][CH:35]=1)[CH3:25]. The catalyst class is: 71.